Dataset: Forward reaction prediction with 1.9M reactions from USPTO patents (1976-2016). Task: Predict the product of the given reaction. (1) Given the reactants [O:1]=[C:2]([CH3:17])[CH2:3][CH2:4][C:5]1[CH:10]=[CH:9][N:8]2[C:11]([C:14]([OH:16])=O)=[CH:12][N:13]=[C:7]2[CH:6]=1.C(Cl)(=O)C(Cl)=O.CN(C)C=O.[NH2:29][C:30]1[CH:31]=[C:32]([C:37]2[N:41]=[C:40]([CH:42]3[CH2:45][N:44]([C:46]([O:48][CH3:49])=[O:47])[CH2:43]3)[O:39][N:38]=2)[CH:33]=[CH:34][C:35]=1[CH3:36], predict the reaction product. The product is: [CH3:36][C:35]1[CH:34]=[CH:33][C:32]([C:37]2[N:41]=[C:40]([CH:42]3[CH2:43][N:44]([C:46]([O:48][CH3:49])=[O:47])[CH2:45]3)[O:39][N:38]=2)=[CH:31][C:30]=1[NH:29][C:14]([C:11]1[N:8]2[CH:9]=[CH:10][C:5]([CH2:4][CH2:3][C:2](=[O:1])[CH3:17])=[CH:6][C:7]2=[N:13][CH:12]=1)=[O:16]. (2) Given the reactants [H-].[Na+].[Cl:3][C:4]1[CH:9]=[CH:8][C:7]([N:10]2[C:19](=[O:20])[C:18]3[C:13](=[CH:14][CH:15]=[CH:16][CH:17]=3)[N:12]=[C:11]2[C:21]2[CH:22]=[C:23]3[C:27](=[CH:28][CH:29]=2)[NH:26][CH:25]=[CH:24]3)=[CH:6][CH:5]=1.[CH3:30]I, predict the reaction product. The product is: [Cl:3][C:4]1[CH:9]=[CH:8][C:7]([N:10]2[C:19](=[O:20])[C:18]3[C:13](=[CH:14][CH:15]=[CH:16][CH:17]=3)[N:12]=[C:11]2[C:21]2[CH:22]=[C:23]3[C:27](=[CH:28][CH:29]=2)[N:26]([CH3:30])[CH:25]=[CH:24]3)=[CH:6][CH:5]=1. (3) Given the reactants [Cl:1][C:2]1[CH:3]=[C:4]([CH:9]2[CH2:13][N:12]([C:14]([CH:16]3[CH2:21][CH2:20][NH:19][CH2:18][CH2:17]3)=[O:15])[CH2:11][CH:10]2[N:22]([CH3:37])[C:23](=[O:36])[C:24]2[CH:29]=[CH:28][C:27]([O:30][CH3:31])=[C:26]([C:32]([F:35])([F:34])[F:33])[CH:25]=2)[CH:5]=[CH:6][C:7]=1[Cl:8].[CH3:38][O:39][CH2:40][CH:41]=O, predict the reaction product. The product is: [Cl:1][C:2]1[CH:3]=[C:4]([CH:9]2[CH2:13][N:12]([C:14]([CH:16]3[CH2:21][CH2:20][N:19]([CH2:41][CH2:40][O:39][CH3:38])[CH2:18][CH2:17]3)=[O:15])[CH2:11][CH:10]2[N:22]([CH3:37])[C:23](=[O:36])[C:24]2[CH:29]=[CH:28][C:27]([O:30][CH3:31])=[C:26]([C:32]([F:33])([F:34])[F:35])[CH:25]=2)[CH:5]=[CH:6][C:7]=1[Cl:8]. (4) Given the reactants [CH3:1][O:2][N:3]=[C:4]([C:43]1[N:44]=[C:45]([NH:48]C(C2C=CC=CC=2)(C2C=CC=CC=2)C2C=CC=CC=2)[S:46][CH:47]=1)[C:5]([NH:7][CH:8]1[C:15](=[O:16])[N:14]2[CH:9]1[S:10][CH2:11][C:12](/[CH:33]=[CH:34]/OS(C(F)(F)F)(=O)=O)=[C:13]2[C:17]([O:19]C(C1C=CC=CC=1)C1C=CC=CC=1)=[O:18])=[O:6].S(O)(O)(=O)=O.[NH2:73][C:74]1[N:79]=[C:78]([SH:80])[CH:77]=[C:76]([NH2:81])[N:75]=1, predict the reaction product. The product is: [NH2:48][C:45]1[S:46][CH:47]=[C:43]([C:4](=[N:3][O:2][CH3:1])[C:5]([NH:7][C@@H:8]2[C:15](=[O:16])[N:14]3[C@@H:9]2[S:10][CH2:11][C:12](/[CH:33]=[CH:34]/[S:80][C:78]2[CH:77]=[C:76]([NH2:81])[N:75]=[C:74]([NH2:73])[N:79]=2)=[C:13]3[C:17]([OH:19])=[O:18])=[O:6])[N:44]=1.